This data is from Full USPTO retrosynthesis dataset with 1.9M reactions from patents (1976-2016). The task is: Predict the reactants needed to synthesize the given product. Given the product [NH2:12][C:8]1[C:7]2[N:13]=[C:14]([CH2:16][CH2:17][CH3:18])[S:15][C:6]=2[C:5]2[CH:4]=[CH:3][C:2]([C:25]3[CH:26]=[C:21]([CH2:20][OH:19])[CH:22]=[CH:23][CH:24]=3)=[CH:11][C:10]=2[N:9]=1, predict the reactants needed to synthesize it. The reactants are: Br[C:2]1[CH:3]=[CH:4][C:5]2[C:6]3[S:15][C:14]([CH2:16][CH2:17][CH3:18])=[N:13][C:7]=3[C:8]([NH2:12])=[N:9][C:10]=2[CH:11]=1.[OH:19][CH2:20][C:21]1[CH:22]=[C:23](B(O)O)[CH:24]=[CH:25][CH:26]=1.C1(P(C2C=CC=CC=2)C2C=CC=CC=2)C=CC=CC=1.C([O-])([O-])=O.[Na+].[Na+].